This data is from Forward reaction prediction with 1.9M reactions from USPTO patents (1976-2016). The task is: Predict the product of the given reaction. (1) The product is: [CH:30]1([C:20]([NH:19][C:10]([C:7]2[CH:6]=[C:5]([O:13][CH2:14][C:15]([F:18])([F:17])[F:16])[C:4]([CH:1]3[CH2:2][CH2:3]3)=[CH:9][N:8]=2)=[O:12])([CH3:29])[CH2:21][C:22]([O:24][C:25]([CH3:27])([CH3:26])[CH3:28])=[O:23])[CH2:32][CH2:31]1. Given the reactants [CH:1]1([C:4]2[C:5]([O:13][CH2:14][C:15]([F:18])([F:17])[F:16])=[CH:6][C:7]([C:10]([OH:12])=O)=[N:8][CH:9]=2)[CH2:3][CH2:2]1.[NH2:19][C:20]([CH:30]1[CH2:32][CH2:31]1)([CH3:29])[CH2:21][C:22]([O:24][C:25]([CH3:28])([CH3:27])[CH3:26])=[O:23], predict the reaction product. (2) Given the reactants [N:1]1([C:7]2[C:8]3[N:16]=[C:15]([C:17]4[CH:22]=[CH:21][C:20]([CH3:23])=[CH:19][CH:18]=4)[S:14][C:9]=3[N:10]=[C:11]([NH2:13])[N:12]=2)[CH2:6][CH2:5][NH:4][CH2:3][CH2:2]1.[CH3:24][O:25][C:26]1[CH:36]=[CH:35][C:29]([O:30][CH2:31][C:32](O)=[O:33])=[CH:28][CH:27]=1, predict the reaction product. The product is: [NH2:13][C:11]1[N:12]=[C:7]([N:1]2[CH2:2][CH2:3][N:4]([C:32](=[O:33])[CH2:31][O:30][C:29]3[CH:35]=[CH:36][C:26]([O:25][CH3:24])=[CH:27][CH:28]=3)[CH2:5][CH2:6]2)[C:8]2[N:16]=[C:15]([C:17]3[CH:22]=[CH:21][C:20]([CH3:23])=[CH:19][CH:18]=3)[S:14][C:9]=2[N:10]=1. (3) Given the reactants FC(F)(F)C(O)=O.[Br:8][C:9]1[CH:10]=[CH:11][C:12]([O:15][C:16]2[CH:21]=[CH:20][CH:19]=[C:18]([CH:22]=[C:23]3[CH2:28][CH2:27][NH:26][CH2:25][CH2:24]3)[CH:17]=2)=[N:13][CH:14]=1.[CH3:29][C:30]1[C:34]([CH3:35])=[C:33]([NH:36][C:37](=O)[O:38]C2C=CC=CC=2)[O:32][N:31]=1.CC1C(C)=C(N)ON=1.C(N(C(C)C)CC)(C)C, predict the reaction product. The product is: [Br:8][C:9]1[CH:10]=[CH:11][C:12]([O:15][C:16]2[CH:17]=[C:18]([CH:19]=[CH:20][CH:21]=2)[CH:22]=[C:23]2[CH2:24][CH2:25][N:26]([C:37]([NH:36][C:33]3[O:32][N:31]=[C:30]([CH3:29])[C:34]=3[CH3:35])=[O:38])[CH2:27][CH2:28]2)=[N:13][CH:14]=1. (4) Given the reactants [H-].[Na+].[F:3][C:4]([F:12])([F:11])[CH2:5][CH2:6][C:7]([O:9][CH3:10])=[O:8].[CH:13](OC)=[O:14], predict the reaction product. The product is: [F:3][C:4]([F:12])([F:11])[CH2:5]/[C:6](=[CH:13]/[OH:14])/[C:7]([O:9][CH3:10])=[O:8]. (5) Given the reactants [CH3:1][C:2]1[CH:3]=[CH:4]C(C)=[CH:6][CH:7]=1.C(ON1[C:17](=[O:18])[C:16]2=[CH:19][CH:20]=[CH:21][CH:22]=[C:15]2C1=O)(=O)C.[O:24]=O.[C:26]([OH:29])(=[O:28])[CH3:27], predict the reaction product. The product is: [C:17]([OH:18])(=[O:24])[C:16]1[CH:15]=[CH:22][C:21]([C:26]([OH:29])=[O:28])=[CH:20][CH:19]=1.[CH3:1][C:2]1[CH:7]=[CH:6][C:27]([C:26]([OH:29])=[O:28])=[CH:4][CH:3]=1.